The task is: Binary Classification. Given a miRNA mature sequence and a target amino acid sequence, predict their likelihood of interaction.. This data is from Experimentally validated miRNA-target interactions with 360,000+ pairs, plus equal number of negative samples. The miRNA is hsa-miR-431-5p with sequence UGUCUUGCAGGCCGUCAUGCA. The protein sequence of the target gene is MAVNVYSTSVTSDNLSRHDMLAWINESLQLNLTKIEQLCSGAAYCQFMDMLFPGSIALKKVKFQAKLEHEYIQNFKILQAGFKRMGVDKIIPVDKLVKGKFQDNFEFVQWFKKFFDANYDGKEYDPVAARQGQETAVAPSLVAPALSKPKKPLGSGSAAPQRPIATQRTTAAPKAGPGMVRKNPGMGNGDDEAAELMQQVKVLKLTVEDLEKERDFYFGKLRNIELICQENEGENDPVLQRIVDILYATDEGFVIPDEGGPQEEQEEY. Result: 0 (no interaction).